From a dataset of Full USPTO retrosynthesis dataset with 1.9M reactions from patents (1976-2016). Predict the reactants needed to synthesize the given product. (1) Given the product [C:53]([C:57]1[CH:81]=[CH:80][C:27]([C:25]([NH:24][CH2:21][C:18]2[CH:17]=[CH:16][C:15]([C:14]3[CH:13]=[CH:12][N:11]=[C:10]4[NH:36][C:7]([C:5]5[CH:4]=[N:3][N:2]([CH3:1])[CH:6]=5)=[N:8][C:9]=34)=[CH:20][CH:19]=2)=[O:26])=[CH:59][CH:58]=1)([CH3:56])([CH3:55])[CH3:54], predict the reactants needed to synthesize it. The reactants are: [CH3:1][N:2]1[CH:6]=[C:5]([C:7]2[NH:36][C:10]3=[N:11][CH:12]=[CH:13][C:14]([C:15]4[CH:20]=[CH:19][C:18]([C:21]5([NH:24][C:25]([C:27]6OC(C(C)(C)C)=NN=6)=[O:26])CC5)=[CH:17][CH:16]=4)=[C:9]3[N:8]=2)[CH:4]=[N:3]1.ClC1C=CN=C2NC(C3C=NN(C)C=3)=NC=12.[C:53]([C:57]1[CH:81]=[CH:80]C(C(NCC2C=CC(B3OC(C)(C)C(C)(C)O3)=CC=2)=O)=[CH:59][CH:58]=1)([CH3:56])([CH3:55])[CH3:54].P([O-])([O-])([O-])=O.[K+].[K+].[K+].C([O-])(=O)C.[Na+].C(#N)C. (2) Given the product [CH3:1][O:2][C:3]1[CH:34]=[C:33]([O:35][CH3:36])[CH:32]=[CH:31][C:4]=1[CH2:5][N:6]1[C:26]2[C:15]3=[CH:16][C:17]4[CH:18]=[C:19]([CH:24]=[O:25])[N:20]([CH3:23])[C:21]=4[CH:22]=[C:14]3[CH2:13][CH2:12][CH2:11][C:10]=2[CH:9]=[C:8]([C:27]([OH:29])=[O:28])[C:7]1=[O:30], predict the reactants needed to synthesize it. The reactants are: [CH3:1][O:2][C:3]1[CH:34]=[C:33]([O:35][CH3:36])[CH:32]=[CH:31][C:4]=1[CH2:5][N:6]1[C:26]2[C:15]3=[CH:16][C:17]4[CH:18]=[C:19]([CH2:24][OH:25])[N:20]([CH3:23])[C:21]=4[CH:22]=[C:14]3[CH2:13][CH2:12][CH2:11][C:10]=2[CH:9]=[C:8]([C:27]([OH:29])=[O:28])[C:7]1=[O:30]. (3) Given the product [NH2:7][CH:8]1[CH2:9][CH2:10][N:11]([CH2:14][CH2:15][N:16]2[C:21]3[CH:22]=[C:23]([Cl:26])[CH:24]=[CH:25][C:20]=3[N+:19]([O-:27])=[N:18][C:17]2=[O:28])[CH2:12][CH2:13]1, predict the reactants needed to synthesize it. The reactants are: C(OC(=O)[NH:7][CH:8]1[CH2:13][CH2:12][N:11]([CH2:14][CH2:15][N:16]2[C:21]3[CH:22]=[C:23]([Cl:26])[CH:24]=[CH:25][C:20]=3[N+:19]([O-:27])=[N:18][C:17]2=[O:28])[CH2:10][CH2:9]1)(C)(C)C.C(O)(C(F)(F)F)=O.NC1CCN(CCN2C3C(=CC(C#N)=CC=3)N=CC2=O)CC1. (4) Given the product [ClH:15].[OH:48][C@H:47]([CH2:46][OH:45])[CH2:49][N:39]1[CH2:38][CH2:37][C:36]2[CH:42]=[CH:43][C:33]([C:30]3[N:29]=[C:28]([C:23]4[CH:24]=[C:25]([C:26]#[N:27])[C:20]([NH:19][CH:17]([CH3:16])[CH3:18])=[N:21][CH:22]=4)[O:32][N:31]=3)=[C:34]([CH3:44])[C:35]=2[CH2:41][CH2:40]1, predict the reactants needed to synthesize it. The reactants are: C(O[BH-](OC(=O)C)OC(=O)C)(=O)C.[Na+].[ClH:15].[CH3:16][CH:17]([NH:19][C:20]1[C:25]([C:26]#[N:27])=[CH:24][C:23]([C:28]2[O:32][N:31]=[C:30]([C:33]3[CH:43]=[CH:42][C:36]4[CH2:37][CH2:38][NH:39][CH2:40][CH2:41][C:35]=4[C:34]=3[CH3:44])[N:29]=2)=[CH:22][N:21]=1)[CH3:18].[O:45]=[CH:46][C@@H:47]([CH2:49]O)[OH:48].C(=O)([O-])O.[Na+]. (5) Given the product [C:29]([N:32]1[C:41]2[C:36](=[CH:37][C:38]([N:42]3[CH2:47][CH2:46][N:45]([C:48]([O:50][C:51]([CH3:54])([CH3:52])[CH3:53])=[O:49])[C@@H:44]([CH3:55])[CH2:43]3)=[CH:39][CH:40]=2)[C@H:35]([NH:56][C:62]2[CH:67]=[CH:66][CH:65]=[C:64]([O:68][CH3:69])[N:63]=2)[C@@H:34]([CH3:57])[C@@H:33]1[CH:58]1[CH2:59][CH2:60]1)(=[O:31])[CH3:30], predict the reactants needed to synthesize it. The reactants are: CN(C1C(C2C(P(C3CCCCC3)C3CCCCC3)=CC=CC=2)=CC=CC=1)C.[C:29]([N:32]1[C:41]2[C:36](=[CH:37][C:38]([N:42]3[CH2:47][CH2:46][N:45]([C:48]([O:50][C:51]([CH3:54])([CH3:53])[CH3:52])=[O:49])[C@@H:44]([CH3:55])[CH2:43]3)=[CH:39][CH:40]=2)[C@H:35]([NH2:56])[C@@H:34]([CH3:57])[C@@H:33]1[CH:58]1[CH2:60][CH2:59]1)(=[O:31])[CH3:30].Br[C:62]1[CH:67]=[CH:66][CH:65]=[C:64]([O:68][CH3:69])[N:63]=1.CC(C)([O-])C.[Na+].